This data is from HIV replication inhibition screening data with 41,000+ compounds from the AIDS Antiviral Screen. The task is: Binary Classification. Given a drug SMILES string, predict its activity (active/inactive) in a high-throughput screening assay against a specified biological target. The drug is CN(C)c1cc(CN(CCSS(=O)c2ccccc2[N+](=O)[O-])S(=O)c2ccccc2[N+](=O)[O-])nc(CN(CCSS(=O)c2ccccc2[N+](=O)[O-])S(=O)c2ccccc2[N+](=O)[O-])c1. The result is 0 (inactive).